This data is from Forward reaction prediction with 1.9M reactions from USPTO patents (1976-2016). The task is: Predict the product of the given reaction. Given the reactants [CH3:1][C:2]1[CH:3]=[C:4]([CH:24]=[CH:25][C:26]=1[OH:27])[NH:5][C:6]1[C:15]2[C:10](=[CH:11][CH:12]=[CH:13][C:14]=2[O:16][CH:17]2[CH2:22][CH2:21][N:20]([CH3:23])[CH2:19][CH2:18]2)[N:9]=[CH:8][N:7]=1.Cl[CH2:29][C:30]1[CH:34]=[C:33]([CH3:35])[O:32][N:31]=1, predict the reaction product. The product is: [CH3:1][C:2]1[CH:3]=[C:4]([CH:24]=[CH:25][C:26]=1[O:27][CH2:29][C:30]1[CH:34]=[C:33]([CH3:35])[O:32][N:31]=1)[NH:5][C:6]1[C:15]2[C:10](=[CH:11][CH:12]=[CH:13][C:14]=2[O:16][CH:17]2[CH2:22][CH2:21][N:20]([CH3:23])[CH2:19][CH2:18]2)[N:9]=[CH:8][N:7]=1.